From a dataset of Forward reaction prediction with 1.9M reactions from USPTO patents (1976-2016). Predict the product of the given reaction. Given the reactants C(O)(C(F)(F)F)=O.[CH3:8][CH:9]([CH3:27])[CH2:10][CH2:11][NH:12][C:13]([C:15]1[N:16]=[N:17][C:18]([N:21]2[CH2:26][CH2:25][NH:24][CH2:23][CH2:22]2)=[CH:19][CH:20]=1)=[O:14].[F:28][C:29]([F:37])([F:36])[CH2:30][CH:31]([CH3:35])[C:32](O)=[O:33].N12CCCN=C1CCCCC2.CN(C)CCCN=C=NCC, predict the reaction product. The product is: [CH3:8][CH:9]([CH3:27])[CH2:10][CH2:11][NH:12][C:13]([C:15]1[N:16]=[N:17][C:18]([N:21]2[CH2:26][CH2:25][N:24]([C:32](=[O:33])[CH:31]([CH3:35])[CH2:30][C:29]([F:37])([F:36])[F:28])[CH2:23][CH2:22]2)=[CH:19][CH:20]=1)=[O:14].